From a dataset of Reaction yield outcomes from USPTO patents with 853,638 reactions. Predict the reaction yield, written as a fraction of the theoretical maximum amount of product (1.0 means a 100% yield; for example, 0.34 means a 34% yield). (1) The reactants are Cl[C:2]1[N:10]=[C:9](Cl)[CH:8]=[CH:7][C:3]=1[C:4]([NH2:6])=[O:5].[N:12]1([CH2:17][CH2:18][C:19]2[CH:25]=[CH:24][C:22]([NH2:23])=[CH:21][CH:20]=2)[CH2:16][CH2:15][CH2:14][CH2:13]1.[N:26]1([C:32]([O:34]C(C)(C)C)=O)[CH2:31][CH2:30][NH:29][CH2:28][CH2:27]1.[C:39](O)(=O)[CH:40]=C. No catalyst specified. The product is [C:32]([N:26]1[CH2:27][CH2:28][N:29]([C:9]2[CH:8]=[CH:7][C:3]([C:4]([NH2:6])=[O:5])=[C:2]([NH:23][C:22]3[CH:21]=[CH:20][C:19]([CH2:18][CH2:17][N:12]4[CH2:16][CH2:15][CH2:14][CH2:13]4)=[CH:25][CH:24]=3)[N:10]=2)[CH2:30][CH2:31]1)(=[O:34])[CH:39]=[CH2:40]. The yield is 0.280. (2) The reactants are [NH2:1][C@@H:2]1[CH2:6][CH2:5][N:4]([C:7]([C:9]2[CH:10]=[C:11]([CH:24]=[CH:25][C:26]=2[F:27])[CH2:12][C:13]2[C:22]3[C:17](=[CH:18][CH:19]=[CH:20][CH:21]=3)[C:16](=[O:23])[NH:15][N:14]=2)=[O:8])[CH2:3]1.[CH:28](=O)[C:29]1[CH:34]=[CH:33][N:32]=[CH:31][CH:30]=1.C(O[BH-](OC(=O)C)OC(=O)C)(=O)C.[Na+]. The yield is 0.830. No catalyst specified. The product is [F:27][C:26]1[CH:25]=[CH:24][C:11]([CH2:12][C:13]2[C:22]3[C:17](=[CH:18][CH:19]=[CH:20][CH:21]=3)[C:16](=[O:23])[NH:15][N:14]=2)=[CH:10][C:9]=1[C:7]([N:4]1[CH2:5][CH2:6][C@@H:2]([NH:1][CH2:28][C:29]2[CH:34]=[CH:33][N:32]=[CH:31][CH:30]=2)[CH2:3]1)=[O:8]. (3) The reactants are FC(F)(F)C(O)=O.C(OC([NH:15][CH:16]([CH2:25][C:26]1[CH:31]=[CH:30][CH:29]=[CH:28][CH:27]=1)[C:17]([NH:19][CH2:20][C:21](OC)=[O:22])=[O:18])=O)(C)(C)C.N. The catalyst is C(Cl)Cl.C1COCC1. The product is [CH2:25]([CH:16]1[NH:15][C:21](=[O:22])[CH2:20][NH:19][C:17]1=[O:18])[C:26]1[CH:31]=[CH:30][CH:29]=[CH:28][CH:27]=1. The yield is 0.540. (4) The reactants are Br[C:2]1[C:6]([CH3:8])([CH3:7])[O:5]/[C:4](=[C:9]2/[C:10](=[O:19])[NH:11][C:12]3[C:17]/2=[CH:16][CH:15]=[C:14]([F:18])[CH:13]=3)/[CH:3]=1.[F:20][C:21]1[CH:26]=[C:25](B(O)O)[CH:24]=[CH:23][N:22]=1.[F-].[K+].C(OCC)(=O)C. The catalyst is O1CCOCC1.O.C1C=CC(P(C2C=CC=CC=2)[C-]2C=CC=C2)=CC=1.C1C=CC(P(C2C=CC=CC=2)[C-]2C=CC=C2)=CC=1.Cl[Pd]Cl.[Fe+2]. The product is [F:18][C:14]1[CH:13]=[C:12]2[C:17](/[C:9](=[C:4]3\[O:5][C:6]([CH3:8])([CH3:7])[C:2]([C:25]4[CH:24]=[CH:23][N:22]=[C:21]([F:20])[CH:26]=4)=[CH:3]\3)/[C:10](=[O:19])[NH:11]2)=[CH:16][CH:15]=1. The yield is 0.570.